The task is: Predict the reactants needed to synthesize the given product.. This data is from Full USPTO retrosynthesis dataset with 1.9M reactions from patents (1976-2016). (1) The reactants are: [CH3:1][C:2]1[CH:3]=[CH:4][C:5]([N:9]2[CH:13]=[CH:12][CH:11]=[CH:10]2)=[C:6]([OH:8])[CH:7]=1.O=[C:15]1[CH2:20][CH2:19][N:18]([C:21]([O:23][C:24]([CH3:27])([CH3:26])[CH3:25])=[O:22])[CH2:17][CH2:16]1.FC(F)(F)C(O)=O. Given the product [CH3:1][C:2]1[CH:3]=[CH:4][C:5]2[N:9]3[CH:13]=[CH:12][CH:11]=[C:10]3[C:15]3([CH2:20][CH2:19][N:18]([C:21]([O:23][C:24]([CH3:27])([CH3:26])[CH3:25])=[O:22])[CH2:17][CH2:16]3)[O:8][C:6]=2[CH:7]=1, predict the reactants needed to synthesize it. (2) The reactants are: Br[C:2]1[CH:7]=[CH:6][C:5]([C:8]2[N:12]([CH2:13][C@@H:14]3[CH2:18][CH2:17][N:16]([C:19]([CH:21]4[CH2:23][CH2:22]4)=[O:20])[CH2:15]3)[C:11]3[CH:24]=[C:25]([C:28]([O:30][CH3:31])=[O:29])[CH:26]=[CH:27][C:10]=3[N:9]=2)=[CH:4][CH:3]=1. Given the product [C:2]1([C:2]2[CH:7]=[CH:6][CH:5]=[CH:4][CH:3]=2)[CH:7]=[CH:6][C:5]([C:8]2[N:12]([CH2:13][C@@H:14]3[CH2:18][CH2:17][N:16]([C:19]([CH:21]4[CH2:23][CH2:22]4)=[O:20])[CH2:15]3)[C:11]3[CH:24]=[C:25]([C:28]([O:30][CH3:31])=[O:29])[CH:26]=[CH:27][C:10]=3[N:9]=2)=[CH:4][CH:3]=1, predict the reactants needed to synthesize it. (3) Given the product [C:22]([C:24]1[CH:29]=[CH:28][CH:27]=[CH:26][C:25]=1[CH:7]1[CH2:6][CH2:5][N:4]([C:2]2[C:3](=[O:20])[N:4]([C:14]3[CH:19]=[CH:18][CH:17]=[CH:16][CH:15]=3)[CH:5]=[C:6]([C:8]3[CH:13]=[CH:12][CH:11]=[CH:10][N:9]=3)[CH:7]=2)[CH2:3][CH2:2]1)#[N:23], predict the reactants needed to synthesize it. The reactants are: Br[C:2]1[C:3](=[O:20])[N:4]([C:14]2[CH:19]=[CH:18][CH:17]=[CH:16][CH:15]=2)[CH:5]=[C:6]([C:8]2[CH:13]=[CH:12][CH:11]=[CH:10][N:9]=2)[CH:7]=1.O.[C:22]([C:24]1[CH:29]=[CH:28][CH:27]=[CH:26][C:25]=1N1CCNCC1)#[N:23]. (4) The reactants are: Br[C:2]1[CH:3]=[C:4]([CH:8]([CH:15]2[CH2:17][CH2:16]2)[NH:9][S:10]([CH2:13][CH3:14])(=[O:12])=[O:11])[CH:5]=[N:6][CH:7]=1.[Cl:18][C:19]1[CH:26]=[C:25](B2OC(C)(C)C(C)(C)O2)[CH:24]=[CH:23][C:20]=1[C:21]#[N:22].C(=O)([O-])[O-].[Na+].[Na+].C(Cl)Cl. Given the product [Cl:18][C:19]1[CH:26]=[C:25]([C:2]2[CH:3]=[C:4]([CH:8]([CH:15]3[CH2:17][CH2:16]3)[NH:9][S:10]([CH2:13][CH3:14])(=[O:12])=[O:11])[CH:5]=[N:6][CH:7]=2)[CH:24]=[CH:23][C:20]=1[C:21]#[N:22], predict the reactants needed to synthesize it. (5) The reactants are: CN([C:4]([O:8]N1N=NC2C=CC=NC1=2)=[N+](C)C)C.F[P-](F)(F)(F)(F)F.COC[C@@H](O[C:31]1[CH:39]=[CH:38][C:37]([O:40][C:41]2[CH:46]=[CH:45][C:44]([S:47]([CH3:50])(=[O:49])=[O:48])=[CH:43][CH:42]=2)=[CH:36][C:32]=1[C:33]([OH:35])=O)C.CCN(C(C)C)[CH:54]([CH3:56])[CH3:55].[NH2:60][C:61]1[CH:65]=[CH:64][N:63]([C:66]([O:68][C:69]([CH3:72])([CH3:71])[CH3:70])=[O:67])[N:62]=1.CN(C=[O:77])C. Given the product [CH3:4][O:8][CH2:55][C@@H:54]([O:77][C:39]1[CH:31]=[C:32]([CH:36]=[C:37]([O:40][C:41]2[CH:42]=[CH:43][C:44]([S:47]([CH3:50])(=[O:48])=[O:49])=[CH:45][CH:46]=2)[CH:38]=1)[C:33]([NH:60][C:61]1[CH:65]=[CH:64][N:63]([C:66]([O:68][C:69]([CH3:72])([CH3:71])[CH3:70])=[O:67])[N:62]=1)=[O:35])[CH3:56], predict the reactants needed to synthesize it. (6) Given the product [CH2:16]([O:18][C:19](=[O:29])[CH:20]=[CH:21][C:22]1[CH:27]=[CH:26][CH:25]=[C:24]([NH:28][C:13]([C:11]2[O:12][C:8]([C:5]3[CH:4]=[CH:3][C:2]([F:1])=[CH:7][CH:6]=3)=[CH:9][CH:10]=2)=[O:15])[CH:23]=1)[CH3:17], predict the reactants needed to synthesize it. The reactants are: [F:1][C:2]1[CH:7]=[CH:6][C:5]([C:8]2[O:12][C:11]([C:13]([OH:15])=O)=[CH:10][CH:9]=2)=[CH:4][CH:3]=1.[CH2:16]([O:18][C:19](=[O:29])[CH:20]=[CH:21][C:22]1[CH:27]=[CH:26][CH:25]=[C:24]([NH2:28])[CH:23]=1)[CH3:17].